This data is from Full USPTO retrosynthesis dataset with 1.9M reactions from patents (1976-2016). The task is: Predict the reactants needed to synthesize the given product. (1) Given the product [Br-:26].[F:36][C:33]1[CH:34]=[CH:35][C:30]([C:28](=[O:29])[CH2:27][N+:13]23[CH2:14][CH2:15][CH:16]([CH2:17][CH2:18]2)[C@@H:11]([O:10][C:8](=[O:9])[C@@H:7]([C:1]2[CH:2]=[CH:3][CH:4]=[CH:5][CH:6]=2)[NH:19][C:20]2[CH:25]=[CH:24][CH:23]=[CH:22][CH:21]=2)[CH2:12]3)=[C:31]([OH:37])[CH:32]=1, predict the reactants needed to synthesize it. The reactants are: [C:1]1([C@@H:7]([NH:19][C:20]2[CH:25]=[CH:24][CH:23]=[CH:22][CH:21]=2)[C:8]([O:10][C@@H:11]2[CH:16]3[CH2:17][CH2:18][N:13]([CH2:14][CH2:15]3)[CH2:12]2)=[O:9])[CH:6]=[CH:5][CH:4]=[CH:3][CH:2]=1.[Br:26][CH2:27][C:28]([C:30]1[CH:35]=[CH:34][C:33]([F:36])=[CH:32][C:31]=1[OH:37])=[O:29]. (2) Given the product [CH3:14][O:13][CH:5]([O:4][CH3:3])[CH2:6][N:7]([CH2:17][CH:16]=[CH2:15])[C:8](=[O:12])[O:9][CH2:10][CH3:11], predict the reactants needed to synthesize it. The reactants are: [OH-].[K+].[CH3:3][O:4][CH:5]([O:13][CH3:14])[CH2:6][NH:7][C:8](=[O:12])[O:9][CH2:10][CH3:11].[CH2:15](Br)[CH:16]=[CH2:17]. (3) Given the product [ClH:12].[CH2:1]([C:3]1[CH:8]=[CH:7][CH:6]=[CH:5][C:4]=1[CH:25]([N:19]1[CH2:18][CH2:17][N:16]2[CH2:20][CH2:21][CH2:22][C@@H:15]2[CH2:14]1)[C:24]([OH:28])=[O:27])[CH3:2], predict the reactants needed to synthesize it. The reactants are: [CH2:1]([C:3]1[CH:8]=[CH:7][CH:6]=[CH:5][C:4]=1B(O)O)[CH3:2].[ClH:12].Cl.[CH2:14]1[NH:19][CH2:18][CH2:17][N:16]2[CH2:20][CH2:21][CH2:22][C@H:15]12.O.[C:24]([OH:28])(=[O:27])[CH:25]=O.C([O-])([O-])=O.[K+].[K+]. (4) The reactants are: N#N.[C:3]([O:7][C:8](=[O:28])[NH:9][C:10]1[C:19]2[C:14](=[CH:15][CH:16]=[CH:17][CH:18]=2)[C:13]([O:20][C:21]2[CH:26]=[CH:25][N:24]=[C:23](Cl)[N:22]=2)=[CH:12][CH:11]=1)([CH3:6])([CH3:5])[CH3:4].[NH2:29][C:30]1[CH:31]=[C:32]([CH:36]=[C:37]([O:39][CH3:40])[CH:38]=1)[C:33]([OH:35])=[O:34]. Given the product [C:3]([O:7][C:8]([NH:9][C:10]1[C:19]2[C:14](=[CH:15][CH:16]=[CH:17][CH:18]=2)[C:13]([O:20][C:21]2[CH:26]=[CH:25][N:24]=[C:23]([NH:29][C:30]3[CH:31]=[C:32]([CH:36]=[C:37]([O:39][CH3:40])[CH:38]=3)[C:33]([OH:35])=[O:34])[N:22]=2)=[CH:12][CH:11]=1)=[O:28])([CH3:6])([CH3:5])[CH3:4], predict the reactants needed to synthesize it. (5) Given the product [C:9]1([CH:2]([NH:1][C:34]([N:25]2[CH2:24][CH2:23][N:22]([CH:21]([C:15]3[CH:16]=[CH:17][CH:18]=[CH:19][CH:20]=3)[C:28]3[CH:33]=[CH:32][CH:31]=[CH:30][CH:29]=3)[CH2:27][CH2:26]2)=[S:35])[C:3]2[CH:8]=[CH:7][CH:6]=[CH:5][CH:4]=2)[CH:14]=[CH:13][CH:12]=[CH:11][CH:10]=1, predict the reactants needed to synthesize it. The reactants are: [NH2:1][CH:2]([C:9]1[CH:14]=[CH:13][CH:12]=[CH:11][CH:10]=1)[C:3]1[CH:8]=[CH:7][CH:6]=[CH:5][CH:4]=1.[C:15]1([CH:21]([C:28]2[CH:33]=[CH:32][CH:31]=[CH:30][CH:29]=2)[N:22]2[CH2:27][CH2:26][NH:25][CH2:24][CH2:23]2)[CH:20]=[CH:19][CH:18]=[CH:17][CH:16]=1.[C:34](N1C=CN=C1)(N1C=CN=C1)=[S:35].C1CCN2C(=NCCC2)CC1. (6) The reactants are: [CH2:1]([O:3][C:4](=[O:20])[CH:5]([O:17][CH2:18][CH3:19])[CH2:6][C:7]1[CH:8]=[C:9]2[C:13](=[CH:14][CH:15]=1)[NH:12][C:11]([CH3:16])=[CH:10]2)[CH3:2].Cl[CH2:22][C:23]1[N:24]=[C:25]([C:29]2[CH:34]=[CH:33][C:32]([C:35]([F:38])([F:37])[F:36])=[CH:31][CH:30]=2)[O:26][C:27]=1[CH3:28]. Given the product [CH2:1]([O:3][C:4](=[O:20])[CH:5]([O:17][CH2:18][CH3:19])[CH2:6][C:7]1[CH:8]=[C:9]2[C:13](=[CH:14][CH:15]=1)[N:12]([CH2:22][C:23]1[N:24]=[C:25]([C:29]3[CH:30]=[CH:31][C:32]([C:35]([F:38])([F:37])[F:36])=[CH:33][CH:34]=3)[O:26][C:27]=1[CH3:28])[C:11]([CH3:16])=[CH:10]2)[CH3:2], predict the reactants needed to synthesize it. (7) Given the product [F:18][C:15]([C:13]1[N:12]2[N:19]=[CH:20][C:21]([C:22]([O:24][CH2:25][CH3:26])=[O:23])=[C:11]2[N:10]=[C:9]([C:6]2[CH:7]=[CH:8][C:3]([CH2:1][CH3:2])=[CH:4][CH:5]=2)[CH:14]=1)([F:17])[CH3:28], predict the reactants needed to synthesize it. The reactants are: [CH2:1]([C:3]1[CH:8]=[CH:7][C:6]([C:9]2[CH:14]=[C:13]([C:15]([F:18])([F:17])F)[N:12]3[N:19]=[CH:20][C:21]([C:22]([O:24][CH2:25][CH3:26])=[O:23])=[C:11]3[N:10]=2)=[CH:5][CH:4]=1)[CH3:2].N[C:28]1C(C(OCC)=O)=CNN=1.C(C1C=CC(C(=O)CC(=O)C(F)(F)C)=CC=1)C.